Dataset: Ames mutagenicity test results for genotoxicity prediction. Task: Regression/Classification. Given a drug SMILES string, predict its toxicity properties. Task type varies by dataset: regression for continuous values (e.g., LD50, hERG inhibition percentage) or binary classification for toxic/non-toxic outcomes (e.g., AMES mutagenicity, cardiotoxicity, hepatotoxicity). Dataset: ames. The molecule is CC(C)c1cc(-c2ccccc2)cc(C(C)C)c1N. The result is 0 (non-mutagenic).